Dataset: Forward reaction prediction with 1.9M reactions from USPTO patents (1976-2016). Task: Predict the product of the given reaction. (1) Given the reactants [C:1](Cl)(=[O:3])[CH3:2].[F:5][CH:6]([F:34])[O:7][CH:8]=[C:9]([C:24]1[CH:33]=[CH:32][C:31]2[CH2:30][CH2:29][CH2:28][CH2:27][C:26]=2[CH:25]=1)[C:10]([NH:12][CH2:13][CH2:14][C:15]1[CH:20]=[CH:19][C:18]([OH:21])=[C:17]([O:22][CH3:23])[CH:16]=1)=[O:11].C(N(CC)CC)C.O1CCCC1, predict the reaction product. The product is: [F:5][CH:6]([F:34])[O:7][CH:8]=[C:9]([C:24]1[CH:33]=[CH:32][C:31]2[CH2:30][CH2:29][CH2:28][CH2:27][C:26]=2[CH:25]=1)[C:10]([NH:12][CH2:13][CH2:14][C:15]1[CH:20]=[CH:19][C:18]([O:21][C:1](=[O:3])[CH3:2])=[C:17]([O:22][CH3:23])[CH:16]=1)=[O:11]. (2) The product is: [CH3:8][O:7][C:5](=[O:6])[C:4]([C:9]1[CH:14]=[CH:13][CH:12]=[C:11]([CH2:15][C:16]([O:18][CH3:19])=[O:17])[CH:10]=1)([CH3:21])[C:3]([O:2][CH3:1])=[O:20]. Given the reactants [CH3:1][O:2][C:3](=[O:20])[CH:4]([C:9]1[CH:14]=[CH:13][CH:12]=[C:11]([CH2:15][C:16]([O:18][CH3:19])=[O:17])[CH:10]=1)[C:5]([O:7][CH3:8])=[O:6].[CH3:21]C(C)([O-])C.[K+].IC, predict the reaction product. (3) Given the reactants [N:1]1[CH:6]=[CH:5][C:4]([C:7]2[S:11][C:10]([C:12]([OH:14])=O)=[CH:9][CH:8]=2)=[CH:3][CH:2]=1.[C:15]1([C@H:21]([NH2:23])[CH3:22])[CH:20]=[CH:19][CH:18]=[CH:17][CH:16]=1, predict the reaction product. The product is: [C:15]1([C@H:21]([NH:23][C:12]([C:10]2[S:11][C:7]([C:4]3[CH:3]=[CH:2][N:1]=[CH:6][CH:5]=3)=[CH:8][CH:9]=2)=[O:14])[CH3:22])[CH:20]=[CH:19][CH:18]=[CH:17][CH:16]=1.